This data is from Full USPTO retrosynthesis dataset with 1.9M reactions from patents (1976-2016). The task is: Predict the reactants needed to synthesize the given product. (1) The reactants are: O.[OH-].[Li+].C[O:5][C:6](=[O:17])[C:7]1[CH:12]=[CH:11][C:10]([CH2:13][O:14][CH3:15])=[N:9][C:8]=1[NH2:16].O1CCCC1.C(O)(=O)C. Given the product [NH2:16][C:8]1[N:9]=[C:10]([CH2:13][O:14][CH3:15])[CH:11]=[CH:12][C:7]=1[C:6]([OH:17])=[O:5], predict the reactants needed to synthesize it. (2) Given the product [OH:18][C:19]1[CH:24]=[CH:23][C:22]([C:2]2[C:3]3[C:4](=[O:29])[C:5]4[N:14]([CH3:15])[N:13]=[CH:12][C:6]=4[NH:7][C:8]=3[CH:9]=[CH:10][CH:11]=2)=[CH:21][CH:20]=1, predict the reactants needed to synthesize it. The reactants are: Br[C:2]1[C:3]2[C:4](Cl)=[C:5]3[N:14]([CH3:15])[N:13]=[CH:12][C:6]3=[N:7][C:8]=2[CH:9]=[CH:10][CH:11]=1.C[O:18][C:19]1[CH:24]=[CH:23][C:22](B(O)O)=[CH:21][CH:20]=1.C(=O)(O)[O-:29].[Na+].COCCOC.